This data is from Full USPTO retrosynthesis dataset with 1.9M reactions from patents (1976-2016). The task is: Predict the reactants needed to synthesize the given product. Given the product [CH:14]([C:1]1[CH:6]=[CH:5][C:4]([NH:7][CH2:8][C:9]([O:11][CH2:12][CH3:13])=[O:10])=[CH:3][CH:2]=1)=[O:23], predict the reactants needed to synthesize it. The reactants are: [C:1]1([CH3:14])[CH:6]=[CH:5][C:4]([NH:7][CH2:8][C:9]([O:11][CH2:12][CH3:13])=[O:10])=[CH:3][CH:2]=1.ClC1C(=O)C(C#N)=C(C#N)C(=[O:23])C=1Cl.